This data is from Forward reaction prediction with 1.9M reactions from USPTO patents (1976-2016). The task is: Predict the product of the given reaction. (1) Given the reactants Cl.[NH2:2][C@@H:3]1[CH2:7][C@H:6]([CH2:8][OH:9])[C@@H:5]([OH:10])[C@@H:4]1[F:11].[Cl:12][C:13]1[CH:14]=[C:15]([CH:31]=[CH:32][CH:33]=1)[CH2:16][C:17]1[S:21][C:20]([C:22]([C:24]2[C:25](Cl)=[N:26][CH:27]=[N:28][CH:29]=2)=[O:23])=[CH:19][CH:18]=1.C(N(CC)C(C)C)(C)C, predict the reaction product. The product is: [Cl:12][C:13]1[CH:14]=[C:15]([CH:31]=[CH:32][CH:33]=1)[CH2:16][C:17]1[S:21][C:20]([C:22]([C:24]2[C:29]([NH:2][C@@H:3]3[CH2:7][C@H:6]([CH2:8][OH:9])[C@@H:5]([OH:10])[C@@H:4]3[F:11])=[N:28][CH:27]=[N:26][CH:25]=2)=[O:23])=[CH:19][CH:18]=1. (2) Given the reactants C[O:2][C:3]([C:5]1[S:6][C:7]([C:28]#[C:29][C:30]([CH3:33])([CH3:32])[CH3:31])=[CH:8][C:9]=1[N:10]([CH2:20][CH2:21][P:22]([O:25][CH2:26][CH3:27])([CH3:24])=[O:23])[C:11]([CH:13]1[CH2:18][CH2:17][CH:16]([CH3:19])[CH2:15][CH2:14]1)=[O:12])=[O:4].[Li+].[OH-].O.Cl, predict the reaction product. The product is: [CH3:32][C:30]([CH3:31])([CH3:33])[C:29]#[C:28][C:7]1[S:6][C:5]([C:3]([OH:4])=[O:2])=[C:9]([N:10]([CH2:20][CH2:21][P:22]([O:25][CH2:26][CH3:27])([CH3:24])=[O:23])[C:11]([CH:13]2[CH2:14][CH2:15][CH:16]([CH3:19])[CH2:17][CH2:18]2)=[O:12])[CH:8]=1. (3) Given the reactants S(=O)(=O)(O)O.[CH3:6][O:7][C:8](=[O:24])[C:9]1[CH:14]=[C:13]([O:15][CH3:16])[C:12]([N+:17]([O-:19])=[O:18])=[CH:11][C:10]=1[NH:20]C(=O)C.CO.C(=O)(O)[O-].[K+], predict the reaction product. The product is: [CH3:6][O:7][C:8](=[O:24])[C:9]1[CH:14]=[C:13]([O:15][CH3:16])[C:12]([N+:17]([O-:19])=[O:18])=[CH:11][C:10]=1[NH2:20]. (4) Given the reactants [Br:1][C:2]1[CH:3]=[C:4]([C:15]([NH:17][CH2:18][C:19]2[C:20]([CH3:35])=[CH:21][C:22]([NH:27]C(=O)OC(C)(C)C)=[N:23][C:24]=2[O:25]C)=[O:16])[C:5]2[C:6]([CH3:14])=[CH:7][N:8]([CH:11]([CH3:13])[CH3:12])[C:9]=2[CH:10]=1.[Si](I)(C)(C)C, predict the reaction product. The product is: [NH4+:8].[OH-:16].[CH3:15][OH:16].[NH2:27][C:22]1[NH:23][C:24](=[O:25])[C:19]([CH2:18][NH:17][C:15]([C:4]2[C:5]3[C:6]([CH3:14])=[CH:7][N:8]([CH:11]([CH3:12])[CH3:13])[C:9]=3[CH:10]=[C:2]([Br:1])[CH:3]=2)=[O:16])=[C:20]([CH3:35])[CH:21]=1. (5) Given the reactants [N:1]1([CH2:6][C:7]2[CH:8]=[C:9]([C:13]3[O:14][C:15]4[C:21]([C:22]([O:24]C)=O)=[CH:20][CH:19]=[CH:18][C:16]=4[N:17]=3)[CH:10]=[CH:11][CH:12]=2)[CH2:5][CH2:4][CH2:3][CH2:2]1.O.[NH4+:27], predict the reaction product. The product is: [N:1]1([CH2:6][C:7]2[CH:8]=[C:9]([C:13]3[O:14][C:15]4[C:21]([C:22]([NH2:27])=[O:24])=[CH:20][CH:19]=[CH:18][C:16]=4[N:17]=3)[CH:10]=[CH:11][CH:12]=2)[CH2:2][CH2:3][CH2:4][CH2:5]1.